Dataset: Full USPTO retrosynthesis dataset with 1.9M reactions from patents (1976-2016). Task: Predict the reactants needed to synthesize the given product. (1) Given the product [CH:21]1([CH2:20][N:1]2[C:9]3[CH:8]=[C:7]([C:10]([O:12][C:13]([CH3:16])([CH3:15])[CH3:14])=[O:11])[N:6]=[CH:5][C:4]=3[CH:3]=[CH:2]2)[CH2:23][CH2:22]1, predict the reactants needed to synthesize it. The reactants are: [NH:1]1[C:9]2[CH:8]=[C:7]([C:10]([O:12][C:13]([CH3:16])([CH3:15])[CH3:14])=[O:11])[N:6]=[CH:5][C:4]=2[CH:3]=[CH:2]1.[H-].[Na+].Br[CH2:20][CH:21]1[CH2:23][CH2:22]1. (2) Given the product [Cl:1][C:2]1[CH:7]=[C:6]([Cl:8])[C:5]([O:9][CH3:10])=[CH:4][C:3]=1[NH:11][C:12]1[C:17]([C:18]#[N:19])=[CH:16][N:15]=[C:14]2[CH:20]=[C:21]([C:23]#[C:24][C:25]3[CH:29]=[N:28][N:27]([CH2:32][CH2:33][N:34]4[CH2:39][CH2:38][O:37][CH2:36][CH2:35]4)[CH:26]=3)[S:22][C:13]=12, predict the reactants needed to synthesize it. The reactants are: [Cl:1][C:2]1[CH:7]=[C:6]([Cl:8])[C:5]([O:9][CH3:10])=[CH:4][C:3]=1[NH:11][C:12]1[C:17]([C:18]#[N:19])=[CH:16][N:15]=[C:14]2[CH:20]=[C:21]([C:23]#[C:24][C:25]3[CH:26]=[N:27][NH:28][CH:29]=3)[S:22][C:13]=12.Cl.Cl[CH2:32][CH2:33][N:34]1[CH2:39][CH2:38][O:37][CH2:36][CH2:35]1.C(=O)([O-])[O-].[Cs+].[Cs+].O. (3) Given the product [C:12]([O:15][C@@H:16]1[C@H:23]2[C@H:19]([O:20][CH2:21][CH2:22]2)[O:18][CH2:17]1)(=[O:14])[CH3:13], predict the reactants needed to synthesize it. The reactants are: P([O-])(O)(O)=O.[Na+].C(=O)(O)[O-].[Na+].[C:12]([O:15][CH:16]1[CH:23]2[CH:19]([O:20][CH2:21][CH2:22]2)[O:18][CH2:17]1)(=[O:14])[CH3:13].C(Cl)Cl.